From a dataset of Full USPTO retrosynthesis dataset with 1.9M reactions from patents (1976-2016). Predict the reactants needed to synthesize the given product. (1) Given the product [Cl:1][C:2]1[CH:3]=[C:4]([NH:16][C:17]2[C:26]3[C:21](=[CH:22][CH:23]=[C:24]([NH:27][C:28](=[O:35])[C@@H:29]([NH:34][C:36](=[O:39])[CH:37]=[CH2:38])[CH2:30][CH:31]([CH3:32])[CH3:33])[CH:25]=3)[N:20]=[CH:19][N:18]=2)[CH:5]=[CH:6][C:7]=1[O:8][CH2:9][C:10]1[CH:15]=[CH:14][CH:13]=[CH:12][N:11]=1, predict the reactants needed to synthesize it. The reactants are: [Cl:1][C:2]1[CH:3]=[C:4]([NH:16][C:17]2[C:26]3[C:21](=[CH:22][CH:23]=[C:24]([NH:27][C:28](=[O:35])[C@@H:29]([NH2:34])[CH2:30][CH:31]([CH3:33])[CH3:32])[CH:25]=3)[N:20]=[CH:19][N:18]=2)[CH:5]=[CH:6][C:7]=1[O:8][CH2:9][C:10]1[CH:15]=[CH:14][CH:13]=[CH:12][N:11]=1.[C:36](O)(=[O:39])[CH:37]=[CH2:38].Cl.CN(C)CCCN=C=NCC.C(=O)(O)[O-].[Na+]. (2) The reactants are: CN(C=O)C.[C:6]1([S:12]([N:15]2[C:23]3[C:18](=[CH:19][C:20]([F:24])=[CH:21][CH:22]=3)[CH:17]=[C:16]2[C:25]2[CH:26]=[C:27]([CH:31]([C:33]3[CH:38]=[C:37]([O:39][CH3:40])[C:36]([O:41][CH3:42])=[C:35]([O:43][CH3:44])[CH:34]=3)[OH:32])[CH:28]=[CH:29][CH:30]=2)(=[O:14])=[O:13])[CH:11]=[CH:10][CH:9]=[CH:8][CH:7]=1.C1C=C[NH+]=CC=1.C1C=C[NH+]=CC=1.[O-][Cr](O[Cr]([O-])(=O)=O)(=O)=O. Given the product [C:6]1([S:12]([N:15]2[C:23]3[C:18](=[CH:19][C:20]([F:24])=[CH:21][CH:22]=3)[CH:17]=[C:16]2[C:25]2[CH:26]=[C:27]([C:31]([C:33]3[CH:38]=[C:37]([O:39][CH3:40])[C:36]([O:41][CH3:42])=[C:35]([O:43][CH3:44])[CH:34]=3)=[O:32])[CH:28]=[CH:29][CH:30]=2)(=[O:14])=[O:13])[CH:11]=[CH:10][CH:9]=[CH:8][CH:7]=1, predict the reactants needed to synthesize it. (3) Given the product [CH2:1]([O:8][C:9]1[C:18]([NH2:19])=[CH:17][C:16]2[CH2:15][CH2:14][CH2:13][CH2:12][C:11]=2[C:10]=1[Br:22])[C:2]1[CH:3]=[CH:4][CH:5]=[CH:6][CH:7]=1, predict the reactants needed to synthesize it. The reactants are: [CH2:1]([O:8][C:9]1[C:10]([Br:22])=[C:11]2[C:16](=[CH:17][C:18]=1[N+:19]([O-])=O)[CH2:15][CH2:14][CH2:13][CH2:12]2)[C:2]1[CH:7]=[CH:6][CH:5]=[CH:4][CH:3]=1. (4) Given the product [F:17][C:18]([F:28])([F:29])[C:19]1[CH:20]=[C:21]([C@H:25]([O:27][C:35](=[O:44])[NH:32][C:9]2[N:10]([CH3:13])[N:11]=[N:12][C:8]=2[C:5]2[CH:4]=[CH:3][C:2]([Br:1])=[CH:7][CH:6]=2)[CH3:26])[CH:22]=[CH:23][CH:24]=1, predict the reactants needed to synthesize it. The reactants are: [Br:1][C:2]1[CH:7]=[CH:6][C:5]([C:8]2[N:12]=[N:11][N:10]([CH3:13])[C:9]=2C(O)=O)=[CH:4][CH:3]=1.[F:17][C:18]([F:29])([F:28])[C:19]1[CH:20]=[C:21]([C@H:25]([OH:27])[CH3:26])[CH:22]=[CH:23][CH:24]=1.C([N:32]([CH2:35]C)CC)C.C1C=CC(P(N=[N+]=[N-])(C2C=CC=CC=2)=[O:44])=CC=1.